Dataset: Forward reaction prediction with 1.9M reactions from USPTO patents (1976-2016). Task: Predict the product of the given reaction. (1) Given the reactants C(OC([N:8]([CH2:38][C:39]([O:41][C:42](C)(C)[CH3:43])=[O:40])[C:9]1[CH:14]=[CH:13][CH:12]=[C:11]([CH:15]([S:29]([C:32]2[CH:37]=[CH:36][CH:35]=[CH:34][N:33]=2)(=[O:31])=[O:30])[NH:16][CH2:17][C:18]2[CH:23]=[CH:22][C:21]([C:24]3[S:25][CH:26]=[CH:27][N:28]=3)=[CH:20][CH:19]=2)[N:10]=1)=O)(C)(C)C.Cl.C(O)C, predict the reaction product. The product is: [N:33]1[CH:34]=[CH:35][CH:36]=[CH:37][C:32]=1[S:29]([CH:15]([NH:16][CH2:17][C:18]1[CH:19]=[CH:20][C:21]([C:24]2[S:25][CH:26]=[CH:27][N:28]=2)=[CH:22][CH:23]=1)[C:11]1[N:10]=[C:9]([NH:8][CH2:38][C:39]([O:41][CH2:42][CH3:43])=[O:40])[CH:14]=[CH:13][CH:12]=1)(=[O:31])=[O:30]. (2) Given the reactants [OH:1][C:2]1[CH:3]=[C:4]([C@H:8]([O:10][C:11](=[O:26])[NH:12][C:13]2[C:14]([CH3:25])=[N:15][O:16][C:17]=2[C:18]2[CH:23]=[CH:22][C:21](Br)=[CH:20][CH:19]=2)[CH3:9])[CH:5]=[CH:6][CH:7]=1.[CH2:27]([O:29][C:30](=[O:47])[CH2:31][C:32]1[CH:37]=[CH:36][C:35](B2OC(C)(C)C(C)(C)O2)=[CH:34][CH:33]=1)[CH3:28], predict the reaction product. The product is: [CH2:27]([O:29][C:30](=[O:47])[CH2:31][C:32]1[CH:37]=[CH:36][C:35]([C:21]2[CH:22]=[CH:23][C:18]([C:17]3[O:16][N:15]=[C:14]([CH3:25])[C:13]=3[NH:12][C:11]([O:10][C@@H:8]([C:4]3[CH:5]=[CH:6][CH:7]=[C:2]([OH:1])[CH:3]=3)[CH3:9])=[O:26])=[CH:19][CH:20]=2)=[CH:34][CH:33]=1)[CH3:28]. (3) The product is: [F:1][C:2]1[C:3]([NH:23][CH3:24])=[CH:4][C:5]2[O:10][CH2:9][N:8]([C:11]3[CH:12]=[CH:13][C:14]([C:15]([OH:17])=[O:16])=[CH:19][CH:20]=3)[C:7](=[O:21])[C:6]=2[CH:22]=1. Given the reactants [F:1][C:2]1[C:3]([NH:23][CH3:24])=[CH:4][C:5]2[O:10][CH2:9][N:8]([C:11]3[CH:20]=[CH:19][C:14]([C:15]([O:17]C)=[O:16])=[CH:13][CH:12]=3)[C:7](=[O:21])[C:6]=2[CH:22]=1.[OH-].[Na+], predict the reaction product.